Task: Predict the reaction yield, written as a fraction of the theoretical maximum amount of product (1.0 means a 100% yield; for example, 0.34 means a 34% yield).. Dataset: Reaction yield outcomes from USPTO patents with 853,638 reactions (1) The reactants are Cl[C:2]1[N:3]=[N:4][C:5]([C:8]2[C:13]([F:14])=[CH:12][CH:11]=[CH:10][N:9]=2)=[CH:6][CH:7]=1.[NH2:15][NH2:16]. The catalyst is CC(O)C. The product is [F:14][C:13]1[C:8]([C:5]2[N:4]=[N:3][C:2]([NH:15][NH2:16])=[CH:7][CH:6]=2)=[N:9][CH:10]=[CH:11][CH:12]=1. The yield is 0.780. (2) The reactants are [CH3:1][S:2]([C:5]1[CH:6]=[C:7]([S:11](Cl)(=[O:13])=[O:12])[CH:8]=[CH:9][CH:10]=1)(=[O:4])=[O:3].[C:15]([O:19][C:20]([N:22]1[CH2:27][CH2:26][N:25]([C:28]2[C:37]3[O:36][CH2:35][CH2:34][NH:33][C:32]=3[CH:31]=[C:30]([Cl:38])[CH:29]=2)[CH2:24][CH2:23]1)=[O:21])([CH3:18])([CH3:17])[CH3:16].N1C=CC=CC=1.O. The catalyst is ClCCl. The product is [C:15]([O:19][C:20]([N:22]1[CH2:23][CH2:24][N:25]([C:28]2[C:37]3[O:36][CH2:35][CH2:34][N:33]([S:11]([C:7]4[CH:8]=[CH:9][CH:10]=[C:5]([S:2]([CH3:1])(=[O:4])=[O:3])[CH:6]=4)(=[O:13])=[O:12])[C:32]=3[CH:31]=[C:30]([Cl:38])[CH:29]=2)[CH2:26][CH2:27]1)=[O:21])([CH3:18])([CH3:16])[CH3:17]. The yield is 0.910. (3) The reactants are Cl[C:2]1[C:7]([CH3:8])=[C:6]([N:9]([CH:17]2[CH2:19][CH2:18]2)C(=O)OC(C)(C)C)[N:5]2[N:20]=[CH:21][C:22]([CH:23]=[O:24])=[C:4]2[N:3]=1.[N:25]1([C:31]2[N:38]=[CH:37][CH:36]=[CH:35][C:32]=2[C:33]#[N:34])[CH2:30][CH2:29][NH:28][CH2:27][CH2:26]1. The catalyst is C(O)(C)C. The product is [CH:17]1([NH:9][C:6]2[N:5]3[N:20]=[CH:21][C:22]([CH:23]=[O:24])=[C:4]3[N:3]=[C:2]([N:28]3[CH2:29][CH2:30][N:25]([C:31]4[N:38]=[CH:37][CH:36]=[CH:35][C:32]=4[C:33]#[N:34])[CH2:26][CH2:27]3)[C:7]=2[CH3:8])[CH2:18][CH2:19]1. The yield is 0.580. (4) The reactants are [CH2:1]([N:8]([CH3:20])[S:9]([C:12]1[CH:17]=[CH:16][CH:15]=[CH:14][C:13]=1[C:18]#[N:19])(=[O:11])=[O:10])[C:2]1[CH:7]=[CH:6][CH:5]=[CH:4][CH:3]=1.[ClH:21]. The catalyst is CO. The product is [ClH:21].[NH2:19][CH2:18][C:13]1[CH:14]=[CH:15][CH:16]=[CH:17][C:12]=1[S:9]([N:8]([CH2:1][C:2]1[CH:3]=[CH:4][CH:5]=[CH:6][CH:7]=1)[CH3:20])(=[O:11])=[O:10]. The yield is 0.790. (5) The reactants are [F:1][C:2]1[CH:7]=[CH:6][CH:5]=[C:4]([F:8])[C:3]=1[C:9](=O)[C:10]([C:15]1[CH:20]=[CH:19][N:18]=[CH:17][CH:16]=1)=[CH:11][N:12](C)C.O.NN.C([N:27](CC)CC)C. The catalyst is C(O)C. The product is [F:1][C:2]1[CH:7]=[CH:6][CH:5]=[C:4]([F:8])[C:3]=1[C:9]1[C:10]([C:15]2[CH:20]=[CH:19][N:18]=[CH:17][CH:16]=2)=[CH:11][NH:12][N:27]=1. The yield is 0.760. (6) The yield is 0.590. The reactants are [N+:1]([C:4]1[CH:5]=[C:6]([CH:9]=[CH:10][CH:11]=1)[CH2:7]Br)([O-:3])=[O:2].[N:12]1([C:18]([O:20][CH2:21][CH3:22])=[O:19])[CH2:17][CH2:16][NH:15][CH2:14][CH2:13]1.C(N(CC)CC)C.C(OCC)C. The product is [CH2:21]([O:20][C:18]([N:12]1[CH2:13][CH2:14][N:15]([CH2:7][C:6]2[CH:9]=[CH:10][CH:11]=[C:4]([N+:1]([O-:3])=[O:2])[CH:5]=2)[CH2:16][CH2:17]1)=[O:19])[CH3:22]. The catalyst is CN1C(=O)CCC1.